This data is from Retrosynthesis with 50K atom-mapped reactions and 10 reaction types from USPTO. The task is: Predict the reactants needed to synthesize the given product. (1) Given the product CN(C)C(=O)Cc1cncc(Br)c1, predict the reactants needed to synthesize it. The reactants are: CNC.O=C(O)Cc1cncc(Br)c1. (2) The reactants are: CC(Oc1c(Cl)cc(N)c(F)c1Cl)C(F)(F)C(F)(F)F.O=C=NC(=O)c1c(F)cccc1F. Given the product CC(Oc1c(Cl)cc(NC(=O)NC(=O)c2c(F)cccc2F)c(F)c1Cl)C(F)(F)C(F)(F)F, predict the reactants needed to synthesize it. (3) Given the product CCC(O)(CC)C1NC(=O)CC(c2cccc(Cl)c2)C12C(=O)Nc1cc(Cl)ccc12, predict the reactants needed to synthesize it. The reactants are: CCC(=O)C1NC(=O)CC(c2cccc(Cl)c2)C12C(=O)Nc1cc(Cl)ccc12.CC[Mg+]. (4) Given the product O=C(O)C[C@H]1S[C@H](c2cccc(F)c2F)c2cc(Cl)ccc2-n2c1nnc2C(F)(F)F, predict the reactants needed to synthesize it. The reactants are: CCOC(=O)C[C@H]1S[C@H](c2cccc(F)c2F)c2cc(Cl)ccc2-n2c1nnc2C(F)(F)F.